From a dataset of NCI-60 drug combinations with 297,098 pairs across 59 cell lines. Regression. Given two drug SMILES strings and cell line genomic features, predict the synergy score measuring deviation from expected non-interaction effect. (1) Drug 1: COC1=C(C=C2C(=C1)N=CN=C2NC3=CC(=C(C=C3)F)Cl)OCCCN4CCOCC4. Drug 2: CC=C1C(=O)NC(C(=O)OC2CC(=O)NC(C(=O)NC(CSSCCC=C2)C(=O)N1)C(C)C)C(C)C. Cell line: HT29. Synergy scores: CSS=80.1, Synergy_ZIP=-1.52, Synergy_Bliss=2.87, Synergy_Loewe=-17.7, Synergy_HSA=3.13. (2) Drug 1: CCC1(CC2CC(C3=C(CCN(C2)C1)C4=CC=CC=C4N3)(C5=C(C=C6C(=C5)C78CCN9C7C(C=CC9)(C(C(C8N6C)(C(=O)OC)O)OC(=O)C)CC)OC)C(=O)OC)O.OS(=O)(=O)O. Drug 2: CC=C1C(=O)NC(C(=O)OC2CC(=O)NC(C(=O)NC(CSSCCC=C2)C(=O)N1)C(C)C)C(C)C. Cell line: ACHN. Synergy scores: CSS=23.5, Synergy_ZIP=-4.00, Synergy_Bliss=3.67, Synergy_Loewe=-17.4, Synergy_HSA=2.37.